This data is from Experimentally validated miRNA-target interactions with 360,000+ pairs, plus equal number of negative samples. The task is: Binary Classification. Given a miRNA mature sequence and a target amino acid sequence, predict their likelihood of interaction. (1) The miRNA is hsa-miR-1277-3p with sequence UACGUAGAUAUAUAUGUAUUUU. The protein sequence of the target gene is MVVLSVPAEVTVILLDIEGTTTPIAFVKDILFPYIEENVKEYLQTHWEEEECQQDVSLLRKQAEEDAHLDGAVPIPAASGNGVDDLQQMIQAVVDNVCWQMSLDRKTTALKQLQGHMWRAAFTAGRMKAEFFADVVPAVRKWREAGMKVYIYSSGSVEAQKLLFGHSTEGDILELVDGHFDTKIGHKVESESYRKIADSIGCSTNNILFLTDVTREASAAEEADVHVAVVVRPGNAGLTDDEKTYYSLITSFSELYLPSST. Result: 0 (no interaction). (2) The miRNA is mmu-miR-449b with sequence AGGCAGUGUUGUUAGCUGGC. The protein sequence of the target gene is MTICQFFLQGRCRFGDRCWNEHPGARGAGGARQPPPQQQPPSGNNRRGWNASSQRYSNVIQPSSFPKSTPWGGSRDQDKPPFGSFDSGASTSRGFGSSQNPFASPLSDEQKDEKKLLEGIVKDVEVWESSGQWMFSVYSPVRKKPNISGFTDISPEELRLEYHNFLTSNNLQSYLNSVQQLVSQWRNRINELKNLTMSTKGALLSDVKDGVSQAVPAFGFGSKQAGSFGSPGFPVNNSSSSTVQNFSFKTSPGLATPPSGSTSVFGSHPAFGAGPSAGSSISSSTPAFGLGKPEATSAAS.... Result: 0 (no interaction). (3) The miRNA is hsa-miR-6515-3p with sequence UCUCUUCAUCUACCCCCCAG. The protein sequence of the target gene is MSKKGRSKGDKPEAETDSVQMANEELRAKLTNIQIEFQQEKSKVGKLRERLQEAKLEREQEQRRHTAYISELKAKLHEEKTKELQALREALIRQHEQEAARTAKIKEGELQRLQATLNVLRDGAADKVKTALLADAREEARRTFDGERQRLQQEILELKAARKQAEEALSNCMQADKAKAADLRAAYQAHQDEVHRIKRECERDIRRLMDEIKGKERVILALEKELGVQTGQTQRLLLQKEALDEQLVQVKEAERHHSSPKRELPPGIGDMAELMGGQDQHMDERDVRRFQLKIAELNSV.... Result: 0 (no interaction). (4) The protein sequence of the target gene is MPSLPQDGVIQGSSPVDLGTELPYQCTMKRKVRKKKKKGIITANVAGTKFEIVRLVIDEMGFMKTPDEDETSNLIWCDAAVQQEKITDLQNYQRINHFPGMGEICRKDFLARNMTKMIKSRPMDYTFVPRTWIFPSEYTQFQNYVKELKKKRKQKTFIVKPANGAMGHGISLIRNGDKVPSQDHLIVQEYIEKPFLMEGYKFDLRIYILVTSCDPLKIFLYHDGLVRMGTEKYIPPNESNLTQLYMHLTNYSVNKHNERFERNETEDKGSKRSIKWFTEFLQANQHDVTKFWSDISELVV.... Result: 0 (no interaction). The miRNA is mmu-miR-7214-5p with sequence UGUUUUCUGGGUUGGAAUGAGAA. (5) The miRNA is hsa-miR-5088-5p with sequence CAGGGCUCAGGGAUUGGAUGGAGG. The protein sequence of the target gene is MPAAMLPYACVLVLLGAHTAPAAGEAGGSCLRWEPHCQQPLPDRVPSTAILPPRLNGPWISTGCEVRPGPEFLTRAYTFYPSRLFRAHQFYYEDPFCGEPAHSLLVKGKVRLRRASWVTRGATEADYHLHKVGIVFHSRRALVDVTGRLNQTRAGRDCARRLPPARAWLPGALYELRSARAQGDCLEALGLTMHELSLVRVQRRLQPQPRASPRLVEELYLGDIHTDPAERRHYRPTGYQRPLQSALHHVQPCPACGLIARSDVHHPPVLPPPLALPLHLGGWWVSSGCEVRPAVLFLTR.... Result: 0 (no interaction). (6) The miRNA is hsa-miR-4649-5p with sequence UGGGCGAGGGGUGGGCUCUCAGAG. The protein sequence of the target gene is MLSLAAKLVAFFWRTADTPREEAGQLEPELAEGDTKLKTVRGVVTRYCSDYGMIDDMIYFSSDAVTSRVLLNVGQEVIAVVEENKVSNGLKAIRVEAVSDKWEDDSRNHGSPSDCGPRVLIGCVTSLVEGAGCISQTTYFSLESVCEGFEPCKGDWVEAEYRIRPGTWSSEATSVKPLRYKRVDKVCISSLCGRNGVLEESIFFTLDSLKLPDGYTPRRGDVVNAVVVESSQSCYVWRALCMTLVKRRDAAPVHEATHFYGTILLKNKGDIEVTQVTHFGTLKEGRSKTMVIWIENKGDI.... Result: 0 (no interaction).